Dataset: Full USPTO retrosynthesis dataset with 1.9M reactions from patents (1976-2016). Task: Predict the reactants needed to synthesize the given product. (1) Given the product [OH:9][C:1]1[CH:2]=[C:3]([OH:5])[N:23]=[C:21]([NH:20][C:17]2[CH:18]=[CH:19][C:14]([C:12]#[N:13])=[CH:15][CH:16]=2)[N:22]=1, predict the reactants needed to synthesize it. The reactants are: [C:1]([O:9]CC)(=O)[CH2:2][C:3]([O:5]CC)=O.[C:12]([C:14]1[CH:19]=[CH:18][C:17]([NH:20][C:21]([NH2:23])=[NH:22])=[CH:16][CH:15]=1)#[N:13].[Na]. (2) Given the product [C:1]([O:5][C:6](=[O:14])[C:7]1[CH:12]=[CH:11][C:10]([C:18]2[CH:19]=[CH:20][C:15]([CH3:24])=[CH:16][CH:17]=2)=[CH:9][CH:8]=1)([CH3:4])([CH3:3])[CH3:2], predict the reactants needed to synthesize it. The reactants are: [C:1]([O:5][C:6](=[O:14])[C:7]1[CH:12]=[CH:11][C:10](Br)=[CH:9][CH:8]=1)([CH3:4])([CH3:3])[CH3:2].[C:15]1([CH3:24])[CH:20]=[CH:19][C:18](B(O)O)=[CH:17][CH:16]=1.C(=O)([O-])[O-].[Na+].[Na+]. (3) Given the product [CH3:1][C:2]1([CH3:16])[O:3][C:4](=[O:15])[NH:5][C:6]2[CH:11]=[CH:10][C:9]([C:18]3[CH:19]=[C:20]([C:23]#[N:24])[S:21][CH:22]=3)=[CH:8][C:7]1=2, predict the reactants needed to synthesize it. The reactants are: [CH3:1][C:2]1([CH3:16])[C:7]2[CH:8]=[C:9](B(O)O)[CH:10]=[CH:11][C:6]=2[NH:5][C:4](=[O:15])[O:3]1.Br[C:18]1[CH:19]=[C:20]([C:23]#[N:24])[S:21][CH:22]=1.